Dataset: Reaction yield outcomes from USPTO patents with 853,638 reactions. Task: Predict the reaction yield, written as a fraction of the theoretical maximum amount of product (1.0 means a 100% yield; for example, 0.34 means a 34% yield). The reactants are [CH3:1][C:2]1([CH3:33])[CH2:7][CH2:6][C:5]([C:8]2[CH:13]=[C:12]([C:14]([CH3:22])([N:16]3[CH2:21][CH2:20][S:19][CH2:18][CH2:17]3)[CH3:15])[CH:11]=[CH:10][C:9]=2[NH:23][C:24]([C:26]2[NH:27][CH:28]=[C:29]([C:31]#[N:32])[N:30]=2)=[O:25])=[CH:4][CH2:3]1.OO.CC[O:38]C(C)=O. The catalyst is C(Cl)Cl.CC(C)[O-].[Ti+4].CC(C)[O-].CC(C)[O-].CC(C)[O-]. The product is [CH3:1][C:2]1([CH3:33])[CH2:7][CH2:6][C:5]([C:8]2[CH:13]=[C:12]([C:14]([CH3:15])([N:16]3[CH2:17][CH2:18][S:19](=[O:38])[CH2:20][CH2:21]3)[CH3:22])[CH:11]=[CH:10][C:9]=2[NH:23][C:24]([C:26]2[NH:27][CH:28]=[C:29]([C:31]#[N:32])[N:30]=2)=[O:25])=[CH:4][CH2:3]1. The yield is 0.950.